This data is from Reaction yield outcomes from USPTO patents with 853,638 reactions. The task is: Predict the reaction yield, written as a fraction of the theoretical maximum amount of product (1.0 means a 100% yield; for example, 0.34 means a 34% yield). (1) The reactants are [C:1]([O:4][C:5]1[CH:13]=[CH:12][C:11]([Cl:14])=[CH:10][C:6]=1[C:7]([OH:9])=O)(=[O:3])[CH3:2].[NH2:15][N:16]1[CH:21]=[CH:20][CH:19]=[CH:18][NH:17]1. No catalyst specified. The product is [C:1]([O:4][C:5]1[CH:13]=[CH:12][C:11]([Cl:14])=[CH:10][C:6]=1[C:7]([NH:15][N:16]1[CH:21]=[CH:20][CH:19]=[CH:18][NH:17]1)=[O:9])(=[O:3])[CH3:2]. The yield is 0.197. (2) The reactants are Cl.[CH2:2]([C@H:4]1[CH2:8][NH:7][CH2:6][C@H:5]1[C:9]1[N:13]2[C:14]3[CH:20]=[CH:19][N:18](S(C4C=CC(C)=CC=4)(=O)=O)[C:15]=3[N:16]=[CH:17][C:12]2=[N:11][N:10]=1)[CH3:3].CCN(C(C)C)C(C)C.C1N=CN([C:45]([N:47]2C=N[CH:49]=[CH:48]2)=[O:46])C=1.NCC1[CH2:59][CH2:58][O:57][CH2:56][CH2:55]1. The catalyst is C1COCC1.CN(C1C=CN=CC=1)C. The product is [CH2:2]([C@H:4]1[C@@H:5]([C:9]2[N:13]3[C:14]4[CH:20]=[CH:19][NH:18][C:15]=4[N:16]=[CH:17][C:12]3=[N:11][N:10]=2)[CH2:6][N:7]([C:45]([NH:47][CH2:48][CH:49]2[CH2:59][CH2:58][O:57][CH2:56][CH2:55]2)=[O:46])[CH2:8]1)[CH3:3]. The yield is 0.100. (3) The reactants are Cl[C:2]1[N:7]2[N:8]=[C:9]([CH3:11])[CH:10]=[C:6]2[N:5]=[C:4]([NH:12][C:13](=[O:24])[C:14]2[CH:19]=[CH:18][C:17]([C:20]([OH:23])([CH3:22])[CH3:21])=[CH:16][CH:15]=2)[CH:3]=1.[N:25]1([C:32](=[O:34])[CH3:33])[CH2:31][CH2:30][CH2:29][NH:28][CH2:27][CH2:26]1. The catalyst is CN(C=O)C.CS(C)=O.CO. The product is [C:32]([N:25]1[CH2:31][CH2:30][CH2:29][N:28]([C:2]2[N:7]3[N:8]=[C:9]([CH3:11])[CH:10]=[C:6]3[N:5]=[C:4]([NH:12][C:13](=[O:24])[C:14]3[CH:19]=[CH:18][C:17]([C:20]([OH:23])([CH3:22])[CH3:21])=[CH:16][CH:15]=3)[CH:3]=2)[CH2:27][CH2:26]1)(=[O:34])[CH3:33]. The yield is 0.780. (4) The reactants are [C:1]([C:5]1[O:9][N:8]=[C:7]([NH:10][C:11]([NH:13][C:14]2[CH:19]=[CH:18][CH:17]=[C:16]([O:20][C:21]3[C:30]4[C:25](=[CH:26][C:27]([O:35][CH3:36])=[C:28]([O:31][CH2:32][CH2:33]Cl)[CH:29]=4)[N:24]=[CH:23][N:22]=3)[CH:15]=2)=[O:12])[CH:6]=1)([CH3:4])([CH3:3])[CH3:2].[NH:37]1[CH2:42][CH2:41][CH:40]([CH2:43][OH:44])[CH2:39][CH2:38]1. No catalyst specified. The product is [C:1]([C:5]1[O:9][N:8]=[C:7]([NH:10][C:11]([NH:13][C:14]2[CH:19]=[CH:18][CH:17]=[C:16]([O:20][C:21]3[C:30]4[C:25](=[CH:26][C:27]([O:35][CH3:36])=[C:28]([O:31][CH2:32][CH2:33][N:37]5[CH2:42][CH2:41][CH:40]([CH2:43][OH:44])[CH2:39][CH2:38]5)[CH:29]=4)[N:24]=[CH:23][N:22]=3)[CH:15]=2)=[O:12])[CH:6]=1)([CH3:4])([CH3:3])[CH3:2]. The yield is 0.160. (5) The reactants are Cl.[NH2:2][C:3]1[C:4]([C:13]([NH:15][CH:16]([CH:20]2[CH2:25][CH2:24][O:23][CH2:22][CH2:21]2)[C:17]([OH:19])=[O:18])=[O:14])=[CH:5][C:6]2[C:11]([CH:12]=1)=[CH:10][CH:9]=[CH:8][CH:7]=2.[Cl:26][C:27]1[CH:32]=[C:31]([O:33][C:34]([F:37])([F:36])[F:35])[CH:30]=[C:29]([Cl:38])[C:28]=1[N:39]=[C:40]=[O:41].[CH3:42]CCCCC.C(OCC)(=O)C. The catalyst is N1C=CC=CC=1. The product is [Cl:26][C:27]1[CH:32]=[C:31]([O:33][C:34]([F:35])([F:37])[F:36])[CH:30]=[C:29]([Cl:38])[C:28]=1[NH:39][C:40]([NH:2][C:3]1[C:4]([C:13]([NH:15][CH:16]([CH:20]2[CH2:25][CH2:24][O:23][CH2:22][CH2:21]2)[C:17]([O:19][CH3:42])=[O:18])=[O:14])=[CH:5][C:6]2[C:11]([CH:12]=1)=[CH:10][CH:9]=[CH:8][CH:7]=2)=[O:41]. The yield is 0.920. (6) The reactants are [C:1]([O:9][CH2:10][C:11]#[C:12][CH2:13]Br)(=[O:8])[C:2]1[CH:7]=[CH:6][CH:5]=[CH:4][CH:3]=1.[CH2:15]([CH:22]1[CH2:27][CH2:26][NH:25][CH2:24][CH2:23]1)[C:16]1[CH:21]=[CH:20][CH:19]=[CH:18][CH:17]=1.C([O-])([O-])=O.[K+].[K+]. The catalyst is CC#N. The product is [C:1]([O:9][CH2:10][C:11]#[C:12][CH2:13][N:25]1[CH2:26][CH2:27][CH:22]([CH2:15][C:16]2[CH:21]=[CH:20][CH:19]=[CH:18][CH:17]=2)[CH2:23][CH2:24]1)(=[O:8])[C:2]1[CH:7]=[CH:6][CH:5]=[CH:4][CH:3]=1. The yield is 0.320.